The task is: Predict the reactants needed to synthesize the given product.. This data is from Full USPTO retrosynthesis dataset with 1.9M reactions from patents (1976-2016). The reactants are: [CH3:1][O:2][C:3]1[CH:13]=[CH:12][C:6]([C:7]([N:9]=[C:10]=[S:11])=O)=[CH:5][CH:4]=1.[CH2:14]([NH:21][NH2:22])[C:15]1[CH:20]=[CH:19][CH:18]=[CH:17][CH:16]=1.C(N(CC)CC)C. Given the product [CH3:1][O:2][C:3]1[CH:13]=[CH:12][C:6]([C:7]2[NH:22][N:21]([CH2:14][C:15]3[CH:20]=[CH:19][CH:18]=[CH:17][CH:16]=3)[C:10](=[S:11])[N:9]=2)=[CH:5][CH:4]=1, predict the reactants needed to synthesize it.